From a dataset of HIV replication inhibition screening data with 41,000+ compounds from the AIDS Antiviral Screen. Binary Classification. Given a drug SMILES string, predict its activity (active/inactive) in a high-throughput screening assay against a specified biological target. The molecule is Cc1ccc(-c2nnc3sc(=Cc4ccc(N(C)C)cc4)c(=O)n23)cc1. The result is 0 (inactive).